From a dataset of Forward reaction prediction with 1.9M reactions from USPTO patents (1976-2016). Predict the product of the given reaction. (1) Given the reactants Br[C:2]1[C:12]([N+:13]([O-:15])=[O:14])=[CH:11][CH:10]=[CH:9][C:3]=1[C:4]([O:6][CH2:7]C)=[O:5].[C:16]([O:20][C:21]([N:23]1[CH2:28][CH2:27][NH:26][CH2:25][CH2:24]1)=[O:22])([CH3:19])([CH3:18])[CH3:17].C([O-])([O-])=O.[Na+].[Na+], predict the reaction product. The product is: [C:16]([O:20][C:21]([N:23]1[CH2:28][CH2:27][N:26]([C:2]2[C:12]([N+:13]([O-:15])=[O:14])=[CH:11][CH:10]=[CH:9][C:3]=2[C:4]([O:6][CH3:7])=[O:5])[CH2:25][CH2:24]1)=[O:22])([CH3:19])([CH3:17])[CH3:18]. (2) Given the reactants [Cl:1][C:2]1[CH:3]=[C:4]([CH2:8][CH2:9][C:10]([OH:12])=O)[CH:5]=[CH:6][CH:7]=1.[CH:13]1[CH:14]=[CH:15][C:16]2N(O)N=[N:19][C:17]=2[CH:18]=1.[CH3:23]CN=C=NCCCN(C)C.CCN(C(C)C)C(C)C, predict the reaction product. The product is: [Cl:1][C:2]1[CH:3]=[C:4]([CH2:8][CH2:9][C:10]([NH:19][C@H:17]2[CH2:18][CH2:13][C@H:14]([CH3:23])[CH2:15][CH2:16]2)=[O:12])[CH:5]=[CH:6][CH:7]=1. (3) Given the reactants [Cl:1][C:2]1[CH:3]=[C:4]([CH:6]=[C:7]([Cl:9])[CH:8]=1)[NH2:5].[Br:10]N1C(=O)CCC1=O, predict the reaction product. The product is: [Br:10][C:8]1[C:2]([Cl:1])=[CH:3][C:4]([NH2:5])=[CH:6][C:7]=1[Cl:9]. (4) Given the reactants C(OC([N:8]1[C:17]2[C:12](=[CH:13][C:14]([C:18]3[CH:19]=[N:20][CH:21]=[C:22]([CH:24]=[O:25])[CH:23]=3)=[CH:15][N:16]=2)[CH2:11][CH2:10][CH2:9]1)=O)(C)(C)C.[CH:26]([Mg]Cl)([CH3:28])[CH3:27], predict the reaction product. The product is: [CH3:27][CH:26]([CH3:28])[CH:24]([C:22]1[CH:21]=[N:20][CH:19]=[C:18]([C:14]2[CH:15]=[N:16][C:17]3[NH:8][CH2:9][CH2:10][CH2:11][C:12]=3[CH:13]=2)[CH:23]=1)[OH:25]. (5) The product is: [CH2:1]([O:8][C:9]1[CH:14]=[C:13]([N+:15]([O-:17])=[O:16])[CH:12]=[CH:11][C:10]=1[OH:18])[C:2]1[CH:3]=[CH:4][CH:5]=[CH:6][CH:7]=1. Given the reactants [CH2:1]([O:8][C:9]1[CH:14]=[C:13]([N+:15]([O-:17])=[O:16])[CH:12]=[CH:11][C:10]=1[O:18]C)[C:2]1[CH:7]=[CH:6][CH:5]=[CH:4][CH:3]=1.CS(C)=O.[OH-].[Na+].Cl, predict the reaction product. (6) Given the reactants [NH2:1][C:2]1([CH3:15])[CH2:7][CH2:6][N:5](C(OC(C)(C)C)=O)[CH2:4][CH2:3]1.CO.O.[C:19]1([CH3:29])[CH:24]=[CH:23][C:22]([S:25]([OH:28])(=[O:27])=[O:26])=[CH:21][CH:20]=1, predict the reaction product. The product is: [CH3:29][C:19]1[CH:20]=[CH:21][C:22]([S:25]([OH:28])(=[O:27])=[O:26])=[CH:23][CH:24]=1.[CH3:29][C:19]1[CH:20]=[CH:21][C:22]([S:25]([OH:28])(=[O:27])=[O:26])=[CH:23][CH:24]=1.[CH3:15][C:2]1([NH2:1])[CH2:7][CH2:6][NH:5][CH2:4][CH2:3]1. (7) Given the reactants [CH:1]1([CH:4]=O)[CH2:3][CH2:2]1.Cl.[C:7]1([CH:13]([NH2:15])[CH3:14])[CH:12]=[CH:11][CH:10]=[CH:9][CH:8]=1.[C-:16]#[N:17].[K+].C([O-])(O)=O.[Na+], predict the reaction product. The product is: [CH:1]1([CH:4]([NH:15][CH:13]([C:7]2[CH:12]=[CH:11][CH:10]=[CH:9][CH:8]=2)[CH3:14])[C:16]#[N:17])[CH2:3][CH2:2]1.